This data is from Catalyst prediction with 721,799 reactions and 888 catalyst types from USPTO. The task is: Predict which catalyst facilitates the given reaction. (1) Reactant: [Br:1][C:2]1[CH:3]=[C:4]([CH2:8][C:9]([OH:11])=[O:10])[CH:5]=[CH:6][CH:7]=1.[C:12](Cl)(=O)C(Cl)=O.CN(C)C=O.S([O-])([O-])(=O)=O.[Na+].[Na+]. Product: [Br:1][C:2]1[CH:3]=[C:4]([CH2:8][C:9]([O:11][CH3:12])=[O:10])[CH:5]=[CH:6][CH:7]=1. The catalyst class is: 4. (2) Reactant: Br[C:2]1[CH:3]=[C:4]([C:7]([O:9][CH3:10])=[O:8])[O:5][CH:6]=1.[B:11]1([B:11]2[O:15][C:14]([CH3:17])([CH3:16])[C:13]([CH3:19])([CH3:18])[O:12]2)[O:15][C:14]([CH3:17])([CH3:16])[C:13]([CH3:19])([CH3:18])[O:12]1.C([O-])(=O)C.[K+]. Product: [CH3:18][C:13]1([CH3:19])[C:14]([CH3:17])([CH3:16])[O:15][B:11]([C:2]2[CH:3]=[C:4]([C:7]([O:9][CH3:10])=[O:8])[O:5][CH:6]=2)[O:12]1. The catalyst class is: 294. (3) Reactant: [C:1]([C:5]1[C:9]([Cl:10])=[C:8]([C:11]([O:13]CC)=[O:12])[N:7]([CH3:16])[N:6]=1)([CH3:4])([CH3:3])[CH3:2].[OH-].[Na+]. Product: [C:1]([C:5]1[C:9]([Cl:10])=[C:8]([C:11]([OH:13])=[O:12])[N:7]([CH3:16])[N:6]=1)([CH3:4])([CH3:2])[CH3:3]. The catalyst class is: 14. (4) Reactant: [Cl:1][C:2]1[CH:3]=[CH:4][C:5]2[N:9]=[C:8]([S:10][CH2:11][C:12]3[CH:17]=[CH:16][C:15]([Cl:18])=[CH:14][CH:13]=3)[N:7]([C:19]3[CH:24]=[CH:23][C:22]([O:25][CH2:26][C:27]([F:30])([F:29])[F:28])=[CH:21][CH:20]=3)[C:6]=2[CH:31]=1.C(OCC)(=O)C.Cl. Product: [ClH:1].[Cl:1][C:2]1[CH:3]=[CH:4][C:5]2[N:9]=[C:8]([S:10][CH2:11][C:12]3[CH:17]=[CH:16][C:15]([Cl:18])=[CH:14][CH:13]=3)[N:7]([C:19]3[CH:24]=[CH:23][C:22]([O:25][CH2:26][C:27]([F:29])([F:28])[F:30])=[CH:21][CH:20]=3)[C:6]=2[CH:31]=1. The catalyst class is: 27. (5) Reactant: [F:1][C:2]1[C:7]([O:8][CH3:9])=[CH:6][C:5]([O:10][CH3:11])=[C:4]([F:12])[C:3]=1[N:13]1[CH2:18][C:17]2[CH:19]=[N:20][C:21]3[N:25](CC4C=CC(OC)=CC=4)[N:24]=[CH:23][C:22]=3[C:16]=2[NH:15][C:14]1=[O:35]. Product: [F:12][C:4]1[C:5]([O:10][CH3:11])=[CH:6][C:7]([O:8][CH3:9])=[C:2]([F:1])[C:3]=1[N:13]1[CH2:18][C:17]2[CH:19]=[N:20][C:21]3[NH:25][N:24]=[CH:23][C:22]=3[C:16]=2[NH:15][C:14]1=[O:35]. The catalyst class is: 67. (6) Product: [O:7]=[C:8]1[CH:15]2[CH2:16][CH:11]3[CH2:12][CH:13]([CH2:17][CH:9]1[CH:10]3[O:18][CH2:2][O:3][CH2:4][CH2:5][Cl:6])[CH2:14]2. Reactant: Cl[CH2:2][O:3][CH2:4][CH2:5][Cl:6].[O:7]=[C:8]1[CH:15]2[CH2:16][CH:11]3[CH2:12][CH:13]([CH2:17][CH:9]1[CH:10]3[OH:18])[CH2:14]2.C(N(CC)CC)C. The catalyst class is: 1. (7) Reactant: [Br-].C([P+]([C:18]1[CH:23]=[CH:22][CH:21]=[CH:20][CH:19]=1)([C:18]1[CH:23]=[CH:22][CH:21]=[CH:20][CH:19]=1)[C:18]1[CH:23]=[CH:22][CH:21]=[CH:20][CH:19]=1)CC.[Li]CCCC.[C:29]([N:36]1[C@@H](C=O)C[CH2:39][CH2:38][C@@H:37]1[CH3:44])([O:31][C:32]([CH3:35])([CH3:34])[CH3:33])=[O:30].CCOC(C)=O.CCCCCC. Product: [C:29]([N:36]1[C@@H:37]([CH3:44])[CH2:38][CH2:39][CH2:19][C@@H:20]1[CH:21]=[CH:22][CH2:23][CH3:18])([O:31][C:32]([CH3:33])([CH3:35])[CH3:34])=[O:30]. The catalyst class is: 20. (8) Product: [OH:31][C:28]1([C:8]2[S:7][C:6]3[CH:9]=[CH:10][CH:11]=[CH:12][C:5]=3[C:4]=2[CH:2]([OH:1])[CH3:3])[CH2:27][CH2:26][N:25]([C:23]([O:22][C:18]([CH3:21])([CH3:20])[CH3:19])=[O:24])[CH2:30][CH2:29]1. Reactant: [OH:1][CH:2]([C:4]1[C:5]2[CH:12]=[CH:11][CH:10]=[CH:9][C:6]=2[S:7][CH:8]=1)[CH3:3].C([Li])CCC.[C:18]([O:22][C:23]([N:25]1[CH2:30][CH2:29][C:28](=[O:31])[CH2:27][CH2:26]1)=[O:24])([CH3:21])([CH3:20])[CH3:19]. The catalyst class is: 334. (9) Reactant: [OH-].[Li+].[Cl:3][C:4]1[CH:9]=[C:8]([Cl:10])[CH:7]=[C:6]([Cl:11])[C:5]=1[S:12]([N:15]([CH2:17][CH2:18][CH2:19][CH2:20][C:21]([O:23]C)=[O:22])[CH3:16])(=[O:14])=[O:13]. Product: [Cl:3][C:4]1[CH:9]=[C:8]([Cl:10])[CH:7]=[C:6]([Cl:11])[C:5]=1[S:12]([N:15]([CH2:17][CH2:18][CH2:19][CH2:20][C:21]([OH:23])=[O:22])[CH3:16])(=[O:13])=[O:14]. The catalyst class is: 90.